Dataset: Reaction yield outcomes from USPTO patents with 853,638 reactions. Task: Predict the reaction yield, written as a fraction of the theoretical maximum amount of product (1.0 means a 100% yield; for example, 0.34 means a 34% yield). (1) The reactants are [Si:1]([O:8][CH2:9][C@H:10]1[O:14][C@@H:13]([N:15]2[CH:22]=[C:21]([C:23]#[C:24][CH2:25][NH:26][C:27](=[O:32])[C:28]([F:31])([F:30])[F:29])[C:19]([NH2:20])=[N:18][C:16]2=[O:17])[CH2:12][C@@H:11]1[OH:33])([C:4]([CH3:7])([CH3:6])[CH3:5])([CH3:3])[CH3:2].Cl[Si](C)(C)C.[C:39](Cl)(=[O:46])[C:40]1[CH:45]=[CH:44][CH:43]=[CH:42][CH:41]=1.C([O-])(O)=O.[Na+]. The catalyst is N1C=CC=CC=1.C(Cl)Cl. The product is [C:39]([NH:20][C:19]1[C:21]([C:23]#[C:24][CH2:25][NH:26][C:27](=[O:32])[C:28]([F:30])([F:31])[F:29])=[CH:22][N:15]([C@@H:13]2[O:14][C@H:10]([CH2:9][O:8][Si:1]([C:4]([CH3:7])([CH3:5])[CH3:6])([CH3:3])[CH3:2])[C@@H:11]([OH:33])[CH2:12]2)[C:16](=[O:17])[N:18]=1)(=[O:46])[C:40]1[CH:45]=[CH:44][CH:43]=[CH:42][CH:41]=1. The yield is 0.740. (2) The reactants are [CH2:1]([O:3][C:4](=[O:13])[CH2:5][C:6]1[CH:11]=[CH:10][CH:9]=[C:8]([NH2:12])[CH:7]=1)[CH3:2].[Cl:14][CH2:15][C:16](Cl)=[O:17]. No catalyst specified. The product is [CH2:1]([O:3][C:4](=[O:13])[CH2:5][C:6]1[CH:11]=[CH:10][CH:9]=[C:8]([NH:12][C:16](=[O:17])[CH2:15][Cl:14])[CH:7]=1)[CH3:2]. The yield is 0.800. (3) The yield is 0.820. The reactants are [CH3:1][C:2]1[NH:3][C:4](=O)[C:5]2[C:10]3[CH2:11][CH2:12][CH2:13][CH2:14][C:9]=3[O:8][C:6]=2[N:7]=1.O=P(Cl)(Cl)[Cl:18].C(Cl)(Cl)Cl.CCCCCC. The product is [Cl:18][C:4]1[C:5]2[C:10]3[CH2:11][CH2:12][CH2:13][CH2:14][C:9]=3[O:8][C:6]=2[N:7]=[C:2]([CH3:1])[N:3]=1. The catalyst is C(OC(=O)C)(=O)C. (4) The catalyst is O. The yield is 0.950. The reactants are [CH2:1]([NH:5][CH2:6][P:7]([OH:10])([OH:9])=[O:8])[C:2]([OH:4])=[O:3].[NH:11]1[CH:15]=[C:14]([NH2:16])[N:13]=[N:12]1. The product is [CH2:1]([NH:5][CH2:6][P:7]([OH:10])([OH:9])=[O:8])[C:2]([OH:4])=[O:3].[CH2:1]([NH:5][CH2:6][P:7]([OH:10])([OH:9])=[O:8])[C:2]([OH:4])=[O:3].[NH:11]1[CH:15]=[C:14]([NH2:16])[N:13]=[N:12]1. (5) The catalyst is C(Cl)Cl. The product is [Cl:1][C:2]1[C:3]([C:8]2([F:25])[CH2:17][CH2:16][C:11]3([O:15][CH2:14][CH2:13][O:12]3)[CH2:10][CH2:9]2)=[N:4][CH:5]=[CH:6][CH:7]=1. The reactants are [Cl:1][C:2]1[C:3]([C:8]2(O)[CH2:17][CH2:16][C:11]3([O:15][CH2:14][CH2:13][O:12]3)[CH2:10][CH2:9]2)=[N:4][CH:5]=[CH:6][CH:7]=1.C(N(S(F)(F)[F:25])CC)C. The yield is 0.420. (6) The yield is 1.00. The catalyst is CO.C1COCC1. The reactants are [C:1]1([CH:7]2[N:12]3[CH:8]2[CH:9]([OH:10])[O:10][CH:9]3[CH:8]2[CH:7]([C:1]3[CH:6]=[CH:5][CH:4]=[CH:3][CH:2]=3)[NH:12]2)[CH:6]=[CH:5][CH:4]=[CH:3][CH:2]=1.[BH4-].[Na+].O.CCOCC. The product is [C:1]1([C@@H:7]2[NH:12][C@H:8]2[CH2:9][OH:10])[CH:2]=[CH:3][CH:4]=[CH:5][CH:6]=1.